Dataset: NCI-60 drug combinations with 297,098 pairs across 59 cell lines. Task: Regression. Given two drug SMILES strings and cell line genomic features, predict the synergy score measuring deviation from expected non-interaction effect. (1) Drug 1: C1CN1C2=NC(=NC(=N2)N3CC3)N4CC4. Drug 2: C1=CC=C(C(=C1)C(C2=CC=C(C=C2)Cl)C(Cl)Cl)Cl. Cell line: NCI/ADR-RES. Synergy scores: CSS=31.7, Synergy_ZIP=0.779, Synergy_Bliss=2.71, Synergy_Loewe=-25.6, Synergy_HSA=1.24. (2) Synergy scores: CSS=-8.56, Synergy_ZIP=3.12, Synergy_Bliss=0.363, Synergy_Loewe=-4.33, Synergy_HSA=-3.88. Cell line: M14. Drug 1: CC(C1=C(C=CC(=C1Cl)F)Cl)OC2=C(N=CC(=C2)C3=CN(N=C3)C4CCNCC4)N. Drug 2: CS(=O)(=O)CCNCC1=CC=C(O1)C2=CC3=C(C=C2)N=CN=C3NC4=CC(=C(C=C4)OCC5=CC(=CC=C5)F)Cl. (3) Drug 1: C#CCC(CC1=CN=C2C(=N1)C(=NC(=N2)N)N)C3=CC=C(C=C3)C(=O)NC(CCC(=O)O)C(=O)O. Synergy scores: CSS=-7.60, Synergy_ZIP=4.15, Synergy_Bliss=3.31, Synergy_Loewe=-8.19, Synergy_HSA=-5.63. Drug 2: C1CNP(=O)(OC1)N(CCCl)CCCl. Cell line: OVCAR3. (4) Drug 1: CC12CCC3C(C1CCC2=O)CC(=C)C4=CC(=O)C=CC34C. Drug 2: C1=CC=C(C(=C1)C(C2=CC=C(C=C2)Cl)C(Cl)Cl)Cl. Cell line: MDA-MB-231. Synergy scores: CSS=41.4, Synergy_ZIP=0.447, Synergy_Bliss=2.00, Synergy_Loewe=2.84, Synergy_HSA=2.45.